Dataset: Full USPTO retrosynthesis dataset with 1.9M reactions from patents (1976-2016). Task: Predict the reactants needed to synthesize the given product. (1) Given the product [CH3:38][C:24]1[N:25]=[C:26]([C:28]2[CH:29]=[CH:30][C:31]([C:34]([F:37])([F:36])[F:35])=[CH:32][CH:33]=2)[S:27][C:23]=1[CH2:22][S:19][C:14]1[CH:13]=[CH:12][C:11]2[O:10][CH:9]([CH2:4][C:5]([OH:7])=[O:6])[CH:18]=[CH:17][C:16]=2[CH:15]=1, predict the reactants needed to synthesize it. The reactants are: COC(=O)[CH:4]([CH:9]1[CH2:18][CH2:17][C:16]2[C:11](=[CH:12][CH:13]=[C:14]([SH:19])[CH:15]=2)[O:10]1)[C:5]([O:7]C)=[O:6].Cl[CH2:22][C:23]1[S:27][C:26]([C:28]2[CH:33]=[CH:32][C:31]([C:34]([F:37])([F:36])[F:35])=[CH:30][CH:29]=2)=[N:25][C:24]=1[CH3:38].C([O-])([O-])=O.[Cs+].[Cs+].CCOCC. (2) Given the product [O:1]1[CH:5]=[C:4]([CH:6]([NH:8][C:9]([C:11]2[C:19]3[C:14](=[N:15][CH:16]=[C:17]([C:20]4[C:28]5[C:23](=[CH:24][C:25]([F:29])=[CH:26][CH:27]=5)[N:22]([CH3:30])[N:21]=4)[N:18]=3)[NH:13][CH:12]=2)=[O:10])[CH3:7])[N:3]=[CH:2]1, predict the reactants needed to synthesize it. The reactants are: [O:1]1[CH:5]=[C:4]([CH:6]([NH:8][C:9]([C:11]2[C:19]3[C:14](=[N:15][CH:16]=[C:17]([C:20]4[C:28]5[C:23](=[CH:24][C:25]([F:29])=[CH:26][CH:27]=5)[N:22]([CH3:30])[N:21]=4)[N:18]=3)[N:13](COCC[Si](C)(C)C)[CH:12]=2)=[O:10])[CH3:7])[N:3]=[CH:2]1.FC(F)(F)C(O)=O.C(N)CN. (3) Given the product [ClH:22].[CH3:36][NH:32][C:12]([C:11]1[S:10][C:9]([NH:15][C:16]2[N:21]=[CH:20][CH:19]=[CH:18][N:17]=2)=[N:8][C:7]=1[C:2]1[CH:3]=[CH:4][CH:5]=[CH:6][N:1]=1)=[O:14], predict the reactants needed to synthesize it. The reactants are: [N:1]1[CH:6]=[CH:5][CH:4]=[CH:3][C:2]=1[C:7]1[N:8]=[C:9]([NH:15][C:16]2[N:21]=[CH:20][CH:19]=[CH:18][N:17]=2)[S:10][C:11]=1[C:12]([OH:14])=O.[ClH:22].CN.F[P-](F)(F)(F)(F)F.[N:32]1(O[P+](N(C)C)(N(C)C)N(C)C)[C:36]2C=CC=CC=2N=N1.C(N(CC)CC)C. (4) Given the product [NH2:7][C:6]1[N:20]([CH2:21][CH2:22][CH3:23])[C:16]([CH2:15][C:9]2[CH:10]=[CH:11][CH:12]=[CH:13][CH:14]=2)=[N:1][C:2]=1[C:3]([NH2:5])=[O:4], predict the reactants needed to synthesize it. The reactants are: [NH2:1][CH:2]([C:6]#[N:7])[C:3]([NH2:5])=[O:4].Cl.[C:9]1([CH2:15][C:16](=[NH:20])OCC)[CH:14]=[CH:13][CH:12]=[CH:11][CH:10]=1.[CH2:21](N)[CH2:22][CH3:23]. (5) Given the product [Cl:21][C:22]1[C:23]([CH3:31])=[C:24]([NH:28][C:29]([NH:1][CH2:2][C:3]2[CH:4]=[C:5]3[C:9](=[CH:10][CH:11]=2)[C:8](=[O:12])[N:7]([CH:13]2[CH2:18][CH2:17][C:16](=[O:19])[NH:15][C:14]2=[O:20])[CH2:6]3)=[O:30])[CH:25]=[CH:26][CH:27]=1, predict the reactants needed to synthesize it. The reactants are: [NH2:1][CH2:2][C:3]1[CH:4]=[C:5]2[C:9](=[CH:10][CH:11]=1)[C:8](=[O:12])[N:7]([CH:13]1[CH2:18][CH2:17][C:16](=[O:19])[NH:15][C:14]1=[O:20])[CH2:6]2.[Cl:21][C:22]1[CH:27]=[CH:26][CH:25]=[C:24]([N:28]=[C:29]=[O:30])[C:23]=1[CH3:31].Cl. (6) The reactants are: [Br:1][C:2]1[C:11]2[S:12][C:13]([CH3:16])=[C:14]([CH3:15])[C:10]=2[C:9]([C:17]2[CH:22]=[C:21]([CH3:23])[C:20]([O:24][CH3:25])=[C:19]([CH3:26])[CH:18]=2)=[C:8]2[C:3]=1[CH:4]=[CH:5][CH:6]=[CH:7]2.S(Cl)(Cl)(=O)=O.C(N(C(C)C)CC)(C)C.[C:41]([O-:44])(=[O:43])[CH3:42].[Na+]. Given the product [C:41]([O:44][CH2:16][C:13]1[S:12][C:11]2[C:2]([Br:1])=[C:3]3[C:8](=[C:9]([C:17]4[CH:22]=[C:21]([CH3:23])[C:20]([O:24][CH3:25])=[C:19]([CH3:26])[CH:18]=4)[C:10]=2[C:14]=1[CH3:15])[CH:7]=[CH:6][CH:5]=[CH:4]3)(=[O:43])[CH3:42], predict the reactants needed to synthesize it. (7) Given the product [N+:14]([C:11]1[CH:12]=[CH:13][C:8]([O:7][CH2:6][C:5]([O:4][CH2:3][CH2:2][O:1][C:27](=[O:28])[CH:26]([O:25][C:24]2[CH:23]=[CH:22][C:21]([N+:18]([O-:20])=[O:19])=[CH:32][CH:31]=2)[CH3:30])=[O:17])=[CH:9][CH:10]=1)([O-:16])=[O:15], predict the reactants needed to synthesize it. The reactants are: [OH:1][CH2:2][CH2:3][O:4][C:5](=[O:17])[CH2:6][O:7][C:8]1[CH:13]=[CH:12][C:11]([N+:14]([O-:16])=[O:15])=[CH:10][CH:9]=1.[N+:18]([C:21]1[CH:32]=[CH:31][C:24]([O:25][CH:26]([CH3:30])[C:27](O)=[O:28])=[CH:23][CH:22]=1)([O-:20])=[O:19].C1(N=C=NC2CCCCC2)CCCCC1. (8) Given the product [OH:1][C:3]1([CH2:2][Cl:27])[CH2:4][CH2:5][N:6]([C:9]2[CH:14]=[CH:13][C:12]([N:15]3[CH2:19][C@H:18]([CH2:20][NH:21][C:22](=[O:24])[CH3:23])[O:17][C:16]3=[O:25])=[CH:11][C:10]=2[F:26])[CH2:7][CH2:8]1, predict the reactants needed to synthesize it. The reactants are: [O:1]1[C:3]2([CH2:8][CH2:7][N:6]([C:9]3[CH:14]=[CH:13][C:12]([N:15]4[CH2:19][C@H:18]([CH2:20][NH:21][C:22](=[O:24])[CH3:23])[O:17][C:16]4=[O:25])=[CH:11][C:10]=3[F:26])[CH2:5][CH2:4]2)[CH2:2]1.[ClH:27]. (9) Given the product [NH2:14][C:13]1[N:15]([C:18]2[CH:19]=[CH:20][C:21]([S:24]([NH2:27])(=[O:25])=[O:26])=[CH:22][CH:23]=2)[N:16]=[N:17][C:12]=1[C:3]1[CH:4]=[CH:5][C:6]([C:8]([F:10])([F:11])[F:9])=[CH:7][C:2]=1[F:1], predict the reactants needed to synthesize it. The reactants are: [F:1][C:2]1[CH:7]=[C:6]([C:8]([F:11])([F:10])[F:9])[CH:5]=[CH:4][C:3]=1[CH2:12][C:13]#[N:14].[N:15]([C:18]1[CH:23]=[CH:22][C:21]([S:24]([NH2:27])(=[O:26])=[O:25])=[CH:20][CH:19]=1)=[N+:16]=[N-:17].C[O-].[Na+]. (10) Given the product [Cl:33][C:34]1[C:39]([CH3:40])=[CH:38][C:37]([O:18][CH2:17][CH2:16][CH2:15][C:9]2[C:8]([C:19]([OH:21])=[O:20])=[CH:7][C:6]3[S:5][CH2:4][CH2:3][CH2:2][N:13]4[C:14]=3[C:10]=2[CH:11]=[CH:12]4)=[CH:36][C:35]=1[CH3:42], predict the reactants needed to synthesize it. The reactants are: C[CH:2]1[N:13]2[C:14]3[C:10]([CH:11]=[CH:12]2)=[C:9]([CH2:15][CH2:16][CH2:17][OH:18])[C:8]([C:19]([OH:21])=[O:20])=[CH:7][C:6]=3[S:5][CH2:4][CH2:3]1.C1(O)C2C(=CC=CC=2)C=CC=1.[Cl:33][C:34]1[C:39]([CH3:40])=[CH:38][C:37](O)=[CH:36][C:35]=1[CH3:42].